Dataset: Retrosynthesis with 50K atom-mapped reactions and 10 reaction types from USPTO. Task: Predict the reactants needed to synthesize the given product. (1) Given the product O=C(Nc1ccc(CNc2nc(Cl)nc3ccccc23)cc1)c1ccc(Cl)nc1, predict the reactants needed to synthesize it. The reactants are: Clc1nc(Cl)c2ccccc2n1.NCc1ccc(NC(=O)c2ccc(Cl)nc2)cc1. (2) Given the product CCC1CC(Nc2ccc(F)c([C@@]3(C)N=C(N)N(C)C(=O)C3(C)C)c2)c2ccccc21, predict the reactants needed to synthesize it. The reactants are: CCC1CC(=O)c2ccccc21.CN1C(=O)C(C)(C)[C@@](C)(c2cc(N)ccc2F)N=C1N. (3) Given the product OC(c1ccccc1)c1ccccc1, predict the reactants needed to synthesize it. The reactants are: O=Cc1ccccc1.[Mg+]c1ccccc1. (4) Given the product CCCCCCCCC(=O)CCCn1ccnc1, predict the reactants needed to synthesize it. The reactants are: CCCCCCCCC(=O)CCCBr.c1c[nH]cn1. (5) Given the product CCn1nc(C(=O)O)c(=O)c2c(N)c3c(cc21)OCO3, predict the reactants needed to synthesize it. The reactants are: CCn1nc(C(=O)O)c(=O)c2c([N+](=O)[O-])c3c(cc21)OCO3.